From a dataset of Aqueous solubility values for 9,982 compounds from the AqSolDB database. Regression/Classification. Given a drug SMILES string, predict its absorption, distribution, metabolism, or excretion properties. Task type varies by dataset: regression for continuous measurements (e.g., permeability, clearance, half-life) or binary classification for categorical outcomes (e.g., BBB penetration, CYP inhibition). For this dataset (solubility_aqsoldb), we predict Y. The compound is O=C(Nc1ccc(Cl)cc1)c1cc([N+](=O)[O-])ccc1O. The Y is -5.12 log mol/L.